From a dataset of Forward reaction prediction with 1.9M reactions from USPTO patents (1976-2016). Predict the product of the given reaction. (1) Given the reactants [OH:1][C:2]1[CH:12]=[CH:11][CH:10]=[C:9]([CH3:13])[C:3]=1[C:4]([O:6]CC)=[O:5].[OH-].[Na+], predict the reaction product. The product is: [OH:1][C:2]1[CH:12]=[CH:11][CH:10]=[C:9]([CH3:13])[C:3]=1[C:4]([OH:6])=[O:5]. (2) Given the reactants [Br:1][C:2]1[C:3](=[O:19])[NH:4][C:5]([CH3:18])=[CH:6][C:7]=1[O:8][CH2:9][C:10]1[CH:15]=[CH:14][C:13]([F:16])=[CH:12][C:11]=1[F:17].[Br:20][CH2:21][C:22]1[CH:27]=[CH:26][CH:25]=[C:24]([CH2:28]Br)[CH:23]=1.[H-].[Na+], predict the reaction product. The product is: [Br:1][C:2]1[C:3](=[O:19])[N:4]([CH2:28][C:24]2[CH:25]=[CH:26][CH:27]=[C:22]([CH2:21][Br:20])[CH:23]=2)[C:5]([CH3:18])=[CH:6][C:7]=1[O:8][CH2:9][C:10]1[CH:15]=[CH:14][C:13]([F:16])=[CH:12][C:11]=1[F:17]. (3) Given the reactants Cl[C:2]1[C:7]([S:8][CH3:9])=[C:6]([N:10]2[CH2:15][CH2:14][O:13][CH2:12][CH2:11]2)[N:5]=[C:4]([C:16]2[CH:21]=[CH:20][C:19]([NH2:22])=[CH:18][CH:17]=2)[N:3]=1.[NH:23]1[CH2:28][CH2:27][O:26][CH2:25][CH2:24]1.C(N(CC)CC)C, predict the reaction product. The product is: [CH3:9][S:8][C:7]1[C:2]([N:23]2[CH2:28][CH2:27][O:26][CH2:25][CH2:24]2)=[N:3][C:4]([C:16]2[CH:21]=[CH:20][C:19]([NH2:22])=[CH:18][CH:17]=2)=[N:5][C:6]=1[N:10]1[CH2:15][CH2:14][O:13][CH2:12][CH2:11]1. (4) Given the reactants [CH2:1]([O:8][C@H:9]1[CH2:13][N:12]([C:14]([O:16][C:17]([CH3:20])([CH3:19])[CH3:18])=[O:15])[C@H:11]([CH2:21][OH:22])[CH2:10]1)[C:2]1[CH:7]=[CH:6][CH:5]=[CH:4][CH:3]=1.C(N(CC)CC)C.O, predict the reaction product. The product is: [CH2:1]([O:8][C@H:9]1[CH2:13][N:12]([C:14]([O:16][C:17]([CH3:18])([CH3:19])[CH3:20])=[O:15])[C@H:11]([CH:21]=[O:22])[CH2:10]1)[C:2]1[CH:7]=[CH:6][CH:5]=[CH:4][CH:3]=1.